From a dataset of Forward reaction prediction with 1.9M reactions from USPTO patents (1976-2016). Predict the product of the given reaction. (1) Given the reactants C(N(CC)CC)C.[CH:8]([C:10]1[C:18]2[C:13](=[CH:14][CH:15]=[CH:16][CH:17]=2)[N:12](C(OC(C)(C)C)=O)[CH:11]=1)=[O:9].[F:26][C:27]1[CH:28]=[C:29]([CH:32]=[C:33]([F:45])[C:34]=1[CH:35]=[N:36][C:37]1[CH:42]=[CH:41][CH:40]=[C:39]([O:43][CH3:44])[CH:38]=1)[C:30]#[N:31], predict the reaction product. The product is: [NH:12]1[C:13]2[C:18](=[CH:17][CH:16]=[CH:15][CH:14]=2)[C:10]([C:8](=[O:9])[CH:35]([C:34]2[C:33]([F:45])=[CH:32][C:29]([C:30]#[N:31])=[CH:28][C:27]=2[F:26])[NH:36][C:37]2[CH:42]=[CH:41][CH:40]=[C:39]([O:43][CH3:44])[CH:38]=2)=[CH:11]1. (2) Given the reactants O=[C:2]1[CH2:7][CH2:6][N:5]([C:8]2[CH:13]=[CH:12][C:11]([N:14]3[CH2:18][C@H:17]([CH2:19][NH:20][C:21](=[O:23])[CH3:22])[O:16][C:15]3=[O:24])=[CH:10][C:9]=2[F:25])[CH2:4][CH2:3]1.[C-:26]#[N:27].[Na+].[N+:29]([C:32]1[CH:33]=[C:34]([CH:36]=[CH:37][CH:38]=1)[NH2:35])([O-:31])=[O:30], predict the reaction product. The product is: [N+:29]([C:32]1[CH:33]=[C:34]([NH:35][C:2]2([C:26]#[N:27])[CH2:3][CH2:4][N:5]([C:8]3[CH:13]=[CH:12][C:11]([N:14]4[CH2:18][C@H:17]([CH2:19][NH:20][C:21](=[O:23])[CH3:22])[O:16][C:15]4=[O:24])=[CH:10][C:9]=3[F:25])[CH2:6][CH2:7]2)[CH:36]=[CH:37][CH:38]=1)([O-:31])=[O:30]. (3) Given the reactants [Na:1].CC1(C)COC(C[O:10][C:11]2[CH:16]=[CH:15][N:14]=[C:13]([CH2:17][S:18]([C:20]3[NH:24][C:23]4[CH:25]=[CH:26][CH:27]=[CH:28][C:22]=4[N:21]=3)=[O:19])[C:12]=2[CH3:29])OC1.[CH2:31]1[O:35][CH2:34][O:33][CH:32]1[CH2:36]O, predict the reaction product. The product is: [Na:1].[O:35]1[CH2:31][CH:32]([CH2:36][O:10][C:11]2[CH:16]=[CH:15][N:14]=[C:13]([CH2:17][S:18]([C:20]3[NH:21][C:22]4[CH:28]=[CH:27][CH:26]=[CH:25][C:23]=4[N:24]=3)=[O:19])[C:12]=2[CH3:29])[O:33][CH2:34]1.